From a dataset of Reaction yield outcomes from USPTO patents with 853,638 reactions. Predict the reaction yield, written as a fraction of the theoretical maximum amount of product (1.0 means a 100% yield; for example, 0.34 means a 34% yield). (1) The reactants are [F:1][C:2]([F:18])([F:17])[CH2:3][C:4]([NH:6][C:7]1[CH:12]=[CH:11][C:10]([O:13][CH3:14])=[CH:9][C:8]=1[CH:15]=O)=[O:5].C([O-])([O-])=O.[K+].[K+]. The catalyst is CN(C=O)C.CCOC(C)=O. The product is [CH3:14][O:13][C:10]1[CH:9]=[C:8]2[C:7](=[CH:12][CH:11]=1)[NH:6][C:4](=[O:5])[C:3]([C:2]([F:18])([F:17])[F:1])=[CH:15]2. The yield is 0.940. (2) The reactants are Cl.[CH3:2][O:3][C:4](=[O:37])[C@H:5]([CH2:17][C:18]1[CH:23]=[CH:22][C:21]([C:24]2[CH2:25][CH2:26][N:27](C(OC(C)(C)C)=O)[CH2:28][CH:29]=2)=[CH:20][CH:19]=1)[NH:6][C:7](=[O:16])[C:8]1[C:13]([Cl:14])=[CH:12][CH:11]=[CH:10][C:9]=1[Cl:15]. The catalyst is CO. The product is [Cl:15][C:9]1[CH:10]=[CH:11][CH:12]=[C:13]([Cl:14])[C:8]=1[C:7]([NH:6][C@H:5]([C:4]([O:3][CH3:2])=[O:37])[CH2:17][C:18]1[CH:19]=[CH:20][C:21]([C:24]2[CH2:29][CH2:28][NH:27][CH2:26][CH:25]=2)=[CH:22][CH:23]=1)=[O:16]. The yield is 0.920. (3) The reactants are [CH3:1][C:2]1[N:3]=[C:4]([C:11]2[CH:16]=[CH:15][C:14]([C:17]([F:20])([F:19])[F:18])=[CH:13][CH:12]=2)[S:5][C:6]=1[C:7](OC)=[O:8].[H-].C([Al+]CC(C)C)C(C)C. The catalyst is ClCCl. The product is [CH3:1][C:2]1[N:3]=[C:4]([C:11]2[CH:12]=[CH:13][C:14]([C:17]([F:20])([F:18])[F:19])=[CH:15][CH:16]=2)[S:5][C:6]=1[CH2:7][OH:8]. The yield is 0.964. (4) The reactants are [CH:1]12[N:8]([C:9]3[N:14]=[C:13]([C:15]4[CH:20]=[CH:19][C:18]([N+:21]([O-])=O)=[CH:17][CH:16]=4)[N:12]=[C:11]([NH:24][CH:25]([CH3:27])[CH3:26])[CH:10]=3)[CH:5]([CH2:6][CH2:7]1)[CH2:4][O:3][CH2:2]2. The catalyst is CC(O)C.ClCCl.[Pd]. The product is [NH2:21][C:18]1[CH:17]=[CH:16][C:15]([C:13]2[N:12]=[C:11]([NH:24][CH:25]([CH3:27])[CH3:26])[CH:10]=[C:9]([N:8]3[CH:5]4[CH2:6][CH2:7][CH:1]3[CH2:2][O:3][CH2:4]4)[N:14]=2)=[CH:20][CH:19]=1. The yield is 0.980. (5) The reactants are [NH:1]([C:3]1[CH:12]=[CH:11][CH:10]=[C:9]2[C:4]=1[CH:5]=[CH:6][CH:7]=[N:8]2)[NH2:2].[C:13]12([CH2:20][C:21]([OH:23])=O)[CH2:19][CH:16]([CH2:17][CH2:18]1)[CH2:15][CH2:14]2. No catalyst specified. The product is [CH3:19][CH:16]1[CH2:17][CH2:18][CH:13]2[CH2:14][CH:15]1[CH:20]2[C:21]([NH:2][NH:1][C:3]1[CH:12]=[CH:11][CH:10]=[C:9]2[C:4]=1[CH:5]=[CH:6][CH:7]=[N:8]2)=[O:23]. The yield is 0.0600. (6) The catalyst is O. The product is [CH3:1][O:2][C:3]1[CH:4]=[CH:5][C:6]([C:9]2[C:18]([C:19]3[CH:24]=[CH:23][CH:22]=[CH:21][CH:20]=3)=[CH:17][C:16]3[C:11](=[CH:12][C:13]([C:25]([OH:27])=[O:26])=[CH:14][CH:15]=3)[N:10]=2)=[CH:7][CH:8]=1. The yield is 0.590. The reactants are [CH3:1][O:2][C:3]1[CH:8]=[CH:7][C:6]([C:9]2[C:18]([C:19]3[CH:24]=[CH:23][CH:22]=[CH:21][CH:20]=3)=[CH:17][C:16]3[C:11](=[CH:12][C:13]([C:25]([O:27]C)=[O:26])=[CH:14][CH:15]=3)[N:10]=2)=[CH:5][CH:4]=1.[Li+].[OH-].CO.